This data is from Forward reaction prediction with 1.9M reactions from USPTO patents (1976-2016). The task is: Predict the product of the given reaction. (1) Given the reactants S(=O)(=O)(O)O.[NH2:6][C:7]1[CH:15]=[CH:14][CH:13]=[CH:12][C:8]=1[C:9]([OH:11])=[O:10].[N+:16]([O-])([OH:18])=[O:17].[NH4+].[OH-], predict the reaction product. The product is: [N+:16]([NH:6][C:7]1[CH:15]=[CH:14][CH:13]=[CH:12][C:8]=1[C:9]([OH:11])=[O:10])([O-:18])=[O:17]. (2) Given the reactants [O:1]1[C:6]2[CH:7]=[CH:8][C:9](C=O)=[CH:10][C:5]=2[O:4][CH2:3][CH2:2]1.ClC1C=C(C=CC=1)C(OO)=[O:18], predict the reaction product. The product is: [O:1]1[C:6]2[CH:7]=[CH:8][C:9]([OH:18])=[CH:10][C:5]=2[O:4][CH2:3][CH2:2]1. (3) Given the reactants [C:1]([NH:9][C:10]1[CH:11]=[C:12]([NH:17][C:18](=[O:27])[C:19]2[CH:24]=[CH:23][C:22]([CH2:25]Br)=[N:21][CH:20]=2)[CH:13]=[CH:14][C:15]=1[Cl:16])(=[O:8])[C:2]1[CH:7]=[CH:6][CH:5]=[CH:4][CH:3]=1.[CH3:28][N:29]1[CH2:34][CH2:33][NH:32][CH2:31][CH2:30]1, predict the reaction product. The product is: [C:1]([NH:9][C:10]1[CH:11]=[C:12]([NH:17][C:18](=[O:27])[C:19]2[CH:24]=[CH:23][C:22]([CH2:25][N:32]3[CH2:33][CH2:34][N:29]([CH3:28])[CH2:30][CH2:31]3)=[N:21][CH:20]=2)[CH:13]=[CH:14][C:15]=1[Cl:16])(=[O:8])[C:2]1[CH:7]=[CH:6][CH:5]=[CH:4][CH:3]=1. (4) The product is: [N:1]1([C:2]2[CH:3]=[CH:4][C:5]3[C:11](=[O:12])[C:10]4[CH:13]=[CH:14][C:15]([N+:17]([O-:19])=[O:18])=[CH:16][C:9]=4[CH2:8][O:7][C:6]=3[CH:20]=2)[CH:25]=[N:23][N:22]=[N:21]1. Given the reactants [NH2:1][C:2]1[CH:3]=[CH:4][C:5]2[C:11](=[O:12])[C:10]3[CH:13]=[CH:14][C:15]([N+:17]([O-:19])=[O:18])=[CH:16][C:9]=3[CH2:8][O:7][C:6]=2[CH:20]=1.[N-:21]=[N+:22]=[N-:23].[Na+].[CH:25](OC)(OC)OC.C(O)(=O)C, predict the reaction product. (5) Given the reactants [CH3:1][C:2]1[CH:3]=[N:4][C:5]([CH2:11][S+:12]([O-:24])[C:13]2[NH:14][C:15]3[CH:16]=[CH:17][C:18]([O:22][CH3:23])=[CH:19][C:20]=3[N:21]=2)=[C:6]([CH3:10])[C:7]=1[O:8][CH3:9].CC(C)([O-])C.[Na+:30].CC(C)=O, predict the reaction product. The product is: [CH3:1][C:2]1[CH:3]=[N:4][C:5]([CH2:11][S+:12]([O-:24])[C:13]2[N-:14][C:15]3[CH:16]=[CH:17][C:18]([O:22][CH3:23])=[CH:19][C:20]=3[N:21]=2)=[C:6]([CH3:10])[C:7]=1[O:8][CH3:9].[Na+:30]. (6) Given the reactants [Br:1][C:2]1[CH:3]=[C:4]2[C:23](=[CH:24][CH:25]=1)[C:7]1=[CH:8][C:9]3[C:10](=[O:22])[C:11]4[CH:12]=[CH:13][C:14]([Br:21])=[CH:15][C:16]=4[C:17](=[O:20])[C:18]=3[CH:19]=[C:6]1[C:5]2([CH3:27])[CH3:26].[BH4-].[Na+], predict the reaction product. The product is: [Br:1][C:2]1[CH:3]=[C:4]2[C:23](=[CH:24][CH:25]=1)[C:7]1=[CH:8][C:9]3[CH:10]([OH:22])[C:11]4[CH:12]=[CH:13][C:14]([Br:21])=[CH:15][C:16]=4[CH:17]([OH:20])[C:18]=3[CH:19]=[C:6]1[C:5]2([CH3:27])[CH3:26]. (7) Given the reactants C([O:5][C:6](=[O:28])[CH2:7][N:8]1[C:16]2[C:11](=[CH:12][CH:13]=[CH:14][CH:15]=2)[C:10]([C:17]2[C:26]3[C:21](=[CH:22][CH:23]=[CH:24][CH:25]=3)[C:20](Cl)=[N:19][N:18]=2)=[CH:9]1)(C)(C)C.[OH-:29].[Na+].Cl, predict the reaction product. The product is: [O:29]=[C:20]1[C:21]2[C:26](=[CH:25][CH:24]=[CH:23][CH:22]=2)[C:17]([C:10]2[C:11]3[C:16](=[CH:15][CH:14]=[CH:13][CH:12]=3)[N:8]([CH2:7][C:6]([OH:5])=[O:28])[CH:9]=2)=[N:18][NH:19]1. (8) Given the reactants Cl[C:2]1[C:6]([C:7]2[CH:12]=[CH:11][C:10]([Cl:13])=[CH:9][C:8]=2[CH3:14])=[N:5][S:4][N:3]=1.[BH4-].[Li+], predict the reaction product. The product is: [Cl:13][C:10]1[CH:11]=[CH:12][C:7]([C:6]2[CH:2]=[N:3][S:4][N:5]=2)=[C:8]([CH3:14])[CH:9]=1. (9) Given the reactants [C:1]1([CH3:18])[CH:6]=[CH:5][C:4]([S:7]([N:10]2[CH:14]=[CH:13][C:12]([C:15]([OH:17])=O)=[CH:11]2)(=[O:9])=[O:8])=[CH:3][CH:2]=1.N=C=N.Cl.Cl.[NH:24]1[C:28]2([CH2:33][CH2:32][NH:31][CH2:30][CH2:29]2)[CH2:27][NH:26]/[C:25]/1=[N:34]\[C:35]([C:37]1[C:42]([NH2:43])=[N:41][C:40]([NH2:44])=[C:39]([Cl:45])[N:38]=1)=[O:36].CN1CCOCC1, predict the reaction product. The product is: [C:1]1([CH3:18])[CH:2]=[CH:3][C:4]([S:7]([N:10]2[CH:14]=[CH:13][C:12]([C:15]([N:31]3[CH2:32][CH2:33][C:28]4([NH:24]/[C:25](=[N:34]/[C:35]([C:37]5[C:42]([NH2:43])=[N:41][C:40]([NH2:44])=[C:39]([Cl:45])[N:38]=5)=[O:36])/[NH:26][CH2:27]4)[CH2:29][CH2:30]3)=[O:17])=[CH:11]2)(=[O:8])=[O:9])=[CH:5][CH:6]=1. (10) Given the reactants [CH2:1]([O:8][C:9]([NH:11][C@@H:12]([CH2:32][C:33]1[CH:38]=[CH:37][C:36]([CH:39]2[S:43](=[O:45])(=[O:44])[NH:42][C:41](=[O:46])[CH2:40]2)=[C:35](Br)[CH:34]=1)[C:13]([NH:15][CH2:16][CH2:17][CH2:18][CH2:19][O:20][C:21]1[CH:30]=[CH:29][CH:28]=[C:27]([OH:31])[C:22]=1[C:23]([O:25][CH3:26])=[O:24])=[O:14])=[O:10])[C:2]1[CH:7]=[CH:6][CH:5]=[CH:4][CH:3]=1.[CH3:48][N:49](C=O)C, predict the reaction product. The product is: [CH2:1]([O:8][C:9]([NH:11][C@@H:12]([CH2:32][C:33]1[CH:38]=[CH:37][C:36]([CH:39]2[S:43](=[O:45])(=[O:44])[NH:42][C:41](=[O:46])[CH2:40]2)=[C:35]([C:48]#[N:49])[CH:34]=1)[C:13]([NH:15][CH2:16][CH2:17][CH2:18][CH2:19][O:20][C:21]1[CH:30]=[CH:29][CH:28]=[C:27]([OH:31])[C:22]=1[C:23]([O:25][CH3:26])=[O:24])=[O:14])=[O:10])[C:2]1[CH:7]=[CH:6][CH:5]=[CH:4][CH:3]=1.